Dataset: TCR-epitope binding with 47,182 pairs between 192 epitopes and 23,139 TCRs. Task: Binary Classification. Given a T-cell receptor sequence (or CDR3 region) and an epitope sequence, predict whether binding occurs between them. (1) The epitope is LEPLVDLPI. The TCR CDR3 sequence is CASSPGQGNYGYTF. Result: 1 (the TCR binds to the epitope). (2) The TCR CDR3 sequence is CASSLGRGMKTQYF. Result: 1 (the TCR binds to the epitope). The epitope is ISPRTLNAW.